Dataset: Forward reaction prediction with 1.9M reactions from USPTO patents (1976-2016). Task: Predict the product of the given reaction. (1) Given the reactants [N:1]1([C:12]([O:14][C:15]([CH3:18])([CH3:17])[CH3:16])=[O:13])[CH2:6][CH2:5][CH2:4][CH:3]([C:7]([O:9][CH2:10][CH3:11])=[O:8])[CH2:2]1.Br[CH2:20][CH2:21][CH2:22][C:23]#[N:24], predict the reaction product. The product is: [C:23]([CH2:22][CH2:21][CH2:20][C:3]1([C:7]([O:9][CH2:10][CH3:11])=[O:8])[CH2:4][CH2:5][CH2:6][N:1]([C:12]([O:14][C:15]([CH3:17])([CH3:16])[CH3:18])=[O:13])[CH2:2]1)#[N:24]. (2) The product is: [CH3:16][O:17][C:18]([C:20]1[CH:21]=[N:22][N:23]2[CH:28]=[C:27]([C:29]3[CH:34]=[CH:33][C:32]([F:35])=[CH:31][C:30]=3[F:36])[C:26]([C:37]3[CH:42]=[CH:41][C:40]([CH2:43][N:1]4[CH2:4][CH:3]([C:5]5[N:6]=[C:7]([C:10]6[CH:15]=[CH:14][CH:13]=[CH:12][N:11]=6)[NH:8][N:9]=5)[CH2:2]4)=[CH:39][CH:38]=3)=[N:25][C:24]=12)=[O:19]. Given the reactants [NH:1]1[CH2:4][CH:3]([C:5]2[NH:9][N:8]=[C:7]([C:10]3[CH:15]=[CH:14][CH:13]=[CH:12][N:11]=3)[N:6]=2)[CH2:2]1.[CH3:16][O:17][C:18]([C:20]1[CH:21]=[N:22][N:23]2[CH:28]=[C:27]([C:29]3[CH:34]=[CH:33][C:32]([F:35])=[CH:31][C:30]=3[F:36])[C:26]([C:37]3[CH:42]=[CH:41][C:40]([CH:43]=O)=[CH:39][CH:38]=3)=[N:25][C:24]=12)=[O:19].[BH-](OC(C)=O)(OC(C)=O)OC(C)=O.[Na+].C([O-])(O)=O.[Na+], predict the reaction product. (3) The product is: [CH3:38][S:39]([C:42]1[CH:47]=[CH:46][C:45]([C:2]2[N:7]=[CH:6][C:5]([NH:8][C:9](=[O:15])[O:10][C:11]([CH3:14])([CH3:13])[CH3:12])=[C:4]([C:16]([N:18]3[CH2:23][CH2:22][CH:21]([N:24]4[CH2:29][CH2:28][CH2:27][CH:26]([C:30]([N:32]5[CH2:37][CH2:36][O:35][CH2:34][CH2:33]5)=[O:31])[CH2:25]4)[CH2:20][CH2:19]3)=[O:17])[CH:3]=2)=[CH:44][CH:43]=1)(=[O:41])=[O:40]. Given the reactants Cl[C:2]1[N:7]=[CH:6][C:5]([NH:8][C:9](=[O:15])[O:10][C:11]([CH3:14])([CH3:13])[CH3:12])=[C:4]([C:16]([N:18]2[CH2:23][CH2:22][CH:21]([N:24]3[CH2:29][CH2:28][CH2:27][CH:26]([C:30]([N:32]4[CH2:37][CH2:36][O:35][CH2:34][CH2:33]4)=[O:31])[CH2:25]3)[CH2:20][CH2:19]2)=[O:17])[CH:3]=1.[CH3:38][S:39]([C:42]1[CH:47]=[CH:46][C:45](B(O)O)=[CH:44][CH:43]=1)(=[O:41])=[O:40], predict the reaction product. (4) Given the reactants COC1C=CC(C[N:8](CC2C=CC(OC)=CC=2)[C:9]2[N:14]=[C:13]([CH3:15])[N:12]=[C:11]([C:16]3[CH:17]=[C:18]([CH2:32][N:33]4[CH2:38][CH2:37][N:36]([C:39]([N:41]([CH3:43])[CH3:42])=[O:40])[CH2:35][CH2:34]4)[CH:19]=[N:20][C:21]=3[NH:22][C:23]3[CH:24]=[N:25][C:26]([O:30][CH3:31])=[C:27]([F:29])[CH:28]=3)[N:10]=2)=CC=1.C(O)(C(F)(F)F)=O.CS(O)(=O)=O, predict the reaction product. The product is: [NH2:8][C:9]1[N:14]=[C:13]([CH3:15])[N:12]=[C:11]([C:16]2[CH:17]=[C:18]([CH2:32][N:33]3[CH2:38][CH2:37][N:36]([C:39]([N:41]([CH3:43])[CH3:42])=[O:40])[CH2:35][CH2:34]3)[CH:19]=[N:20][C:21]=2[NH:22][C:23]2[CH:24]=[N:25][C:26]([O:30][CH3:31])=[C:27]([F:29])[CH:28]=2)[N:10]=1. (5) Given the reactants [OH:1][B:2]1[C:6]2[CH:7]=[CH:8][C:9]([O:11][C:12]3[CH:20]=[CH:19][C:15]([C:16](O)=[O:17])=[CH:14][CH:13]=3)=[CH:10][C:5]=2[CH2:4][O:3]1.B(OC)(OC)OC.B.C([O-])(O)=O.[Na+], predict the reaction product. The product is: [OH:17][CH2:16][C:15]1[CH:19]=[CH:20][C:12]([O:11][C:9]2[CH:8]=[CH:7][C:6]3[B:2]([OH:1])[O:3][CH2:4][C:5]=3[CH:10]=2)=[CH:13][CH:14]=1. (6) Given the reactants C(NC1C=CC(C2C=C3C(CN([C@@H](C(C)C)C(OC)=O)C3=O)=CC=2)=CC=1)(=O)C1C=CC=CC=1.[NH2:34][C:35]1[CH:40]=[CH:39][C:38]([C:41]2[CH:49]=[C:48]3[C:44]([CH2:45][N:46]([C@@H:51]([CH:56]([CH3:58])[CH3:57])[C:52]([O:54][CH3:55])=[O:53])[C:47]3=[O:50])=[CH:43][CH:42]=2)=[CH:37][CH:36]=1.[Cl:59][C:60]1[CH:68]=[CH:67][CH:66]=[C:65]([Cl:69])[C:61]=1[C:62](Cl)=[O:63], predict the reaction product. The product is: [Cl:59][C:60]1[CH:68]=[CH:67][CH:66]=[C:65]([Cl:69])[C:61]=1[C:62]([NH:34][C:35]1[CH:36]=[CH:37][C:38]([C:41]2[CH:49]=[C:48]3[C:44]([CH2:45][N:46]([C@@H:51]([CH:56]([CH3:58])[CH3:57])[C:52]([O:54][CH3:55])=[O:53])[C:47]3=[O:50])=[CH:43][CH:42]=2)=[CH:39][CH:40]=1)=[O:63]. (7) Given the reactants [CH2:1]1[NH:8][CH2:7][CH2:6][S:3](=[O:5])(=[O:4])[CH2:2]1.[N:9]1[C:17]2[C:12](=[N:13][CH:14]=[CH:15][CH:16]=2)[S:11][C:10]=1[C:18]1[CH:23]=[CH:22][CH:21]=[CH:20][C:19]=1[NH:24][C:25]([C:27]1[CH:32]=[C:31]([O:33][CH2:34][CH2:35]Br)[CH:30]=[C:29]([C:37]2[CH:42]=[CH:41][CH:40]=[CH:39][CH:38]=2)[N:28]=1)=[O:26].[ClH:43], predict the reaction product. The product is: [ClH:43].[N:9]1[C:17]2[C:12](=[N:13][CH:14]=[CH:15][CH:16]=2)[S:11][C:10]=1[C:18]1[CH:23]=[CH:22][CH:21]=[CH:20][C:19]=1[NH:24][C:25]([C:27]1[CH:32]=[C:31]([O:33][CH2:34][CH2:35][N:8]2[CH2:7][CH2:6][S:3](=[O:5])(=[O:4])[CH2:2][CH2:1]2)[CH:30]=[C:29]([C:37]2[CH:42]=[CH:41][CH:40]=[CH:39][CH:38]=2)[N:28]=1)=[O:26]. (8) Given the reactants [CH2:1]([C:3]1[CH:23]=[CH:22][C:6]([O:7][C:8]2[CH:13]=[CH:12][C:11]([N:14]3[C:18](=[O:19])[CH2:17][CH2:16][C:15]3=[O:20])=[CH:10][C:9]=2[F:21])=[C:5]([O:24][CH3:25])[CH:4]=1)[CH3:2].CO.[BH4-].[Na+], predict the reaction product. The product is: [CH2:1]([C:3]1[CH:23]=[CH:22][C:6]([O:7][C:8]2[CH:13]=[CH:12][C:11]([NH:14][C:15](=[O:20])[CH2:16][CH2:17][CH2:18][OH:19])=[CH:10][C:9]=2[F:21])=[C:5]([O:24][CH3:25])[CH:4]=1)[CH3:2].